This data is from Forward reaction prediction with 1.9M reactions from USPTO patents (1976-2016). The task is: Predict the product of the given reaction. (1) Given the reactants [NH2-:1].[Na+].[CH3:3][C:4]1([C:17]([O:19]CC)=O)[CH2:9][CH2:8][N:7]([C:10]([O:12][C:13]([CH3:16])([CH3:15])[CH3:14])=[O:11])[CH2:6][CH2:5]1, predict the reaction product. The product is: [NH2:1][C:17]([C:4]1([CH3:3])[CH2:9][CH2:8][N:7]([C:10]([O:12][C:13]([CH3:16])([CH3:15])[CH3:14])=[O:11])[CH2:6][CH2:5]1)=[O:19]. (2) Given the reactants [CH3:1][O:2][C:3]([C:5]1[CH2:6][O:7][CH2:8][CH2:9][C:10]=1OS(C(F)(F)F)(=O)=O)=[O:4].C(=O)([O-])[O-].[K+].[K+].[CH2:25]([O:32][C:33]1[CH:38]=[CH:37][C:36](B(O)O)=[CH:35][CH:34]=1)[C:26]1[CH:31]=[CH:30][CH:29]=[CH:28][CH:27]=1.O, predict the reaction product. The product is: [CH3:1][O:2][C:3]([C:5]1[CH2:6][O:7][CH2:8][CH2:9][C:10]=1[C:36]1[CH:37]=[CH:38][C:33]([O:32][CH2:25][C:26]2[CH:31]=[CH:30][CH:29]=[CH:28][CH:27]=2)=[CH:34][CH:35]=1)=[O:4]. (3) Given the reactants Cl.[CH3:2][NH:3][CH3:4].N1C=CC=C[CH:6]=1.FC1[CH:13]=[CH:14][C:15]([N+:34]([O-])=O)=[C:16]([C:18](=[C:24]2[CH:33]=[CH:32][C:31]3[C:26](=[CH:27][CH:28]=[CH:29][CH:30]=3)[NH:25]2)[C:19](OCC)=[O:20])[CH:17]=1, predict the reaction product. The product is: [CH3:2][N:3]([CH3:6])[C:4]1[CH:17]=[C:16]2[C:15](=[CH:14][CH:13]=1)[NH:34][C:19](=[O:20])[C:18]2=[C:24]1[CH:33]=[CH:32][C:31]2[C:26](=[CH:27][CH:28]=[CH:29][CH:30]=2)[NH:25]1. (4) Given the reactants Br[C:2]1[N:6]2[N:7]=[CH:8][C:9]([C:11]([F:14])([F:13])[F:12])=[N:10][C:5]2=[N:4][CH:3]=1.[F:15][C:16]1[C:21]([C:22]2[CH:27]=[CH:26][CH:25]=[CH:24][C:23]=2[S:28]([CH3:31])(=[O:30])=[O:29])=[CH:20][C:19](B2OC(C)(C)C(C)(C)O2)=[CH:18][CH:17]=1.FC1C=CC(B2OC(C)(C)C(C)(C)O2)=CC=1C1C=NC=CC=1, predict the reaction product. The product is: [F:15][C:16]1[C:21]([C:22]2[CH:27]=[CH:26][CH:25]=[CH:24][C:23]=2[S:28]([CH3:31])(=[O:30])=[O:29])=[CH:20][C:19]([C:2]2[N:6]3[N:7]=[CH:8][C:9]([C:11]([F:14])([F:13])[F:12])=[N:10][C:5]3=[N:4][CH:3]=2)=[CH:18][CH:17]=1. (5) Given the reactants C1(CN2C(=O)C(CCCN3CCN(C)CC3)=CC(C3C=CC(OC)=C(F)C=3)=N2)CC1.[F:31][C:32]1[CH:37]=[CH:36][C:35]([C:38]2[CH:39]=[C:40]([C:45]([O:47]C)=[O:46])[C:41](=[O:44])[NH:42][N:43]=2)=[CH:34][C:33]=1[CH3:49].CS(O[CH2:55][CH2:56][CH2:57][C:58]1[CH:63]=[CH:62][CH:61]=[CH:60][C:59]=1[Cl:64])(=O)=O.FC1C=C(F)C=CC=1C1C=C(COS(C)(=O)=O)C(=O)N(CC(C)C)N=1, predict the reaction product. The product is: [C:45]([C:40]1[C:41](=[O:44])[N:42]([CH2:55][CH2:56][CH2:57][C:58]2[CH:63]=[CH:62][CH:61]=[CH:60][C:59]=2[Cl:64])[N:43]=[C:38]([C:35]2[CH:36]=[CH:37][C:32]([F:31])=[C:33]([CH3:49])[CH:34]=2)[CH:39]=1)([OH:47])=[O:46]. (6) Given the reactants C1COC2(N)N(C(NC3C=CC4OC(CO)=CC=4C=3)=NC=C2F)O1.[F:25][C:26]1[C:27]([NH:46][C:47]2[CH:52]=[CH:51][C:50]([O:53][CH:54]([CH3:56])[CH3:55])=[CH:49][CH:48]=2)=[N:28][C:29]([NH:32][C:33]2[CH:34]=[CH:35][C:36]3[O:40][C:39]([C:41](OC)=[O:42])=[CH:38][C:37]=3[CH:45]=2)=[N:30][CH:31]=1.CC(C[AlH]CC(C)C)C, predict the reaction product. The product is: [F:25][C:26]1[C:27]([NH:46][C:47]2[CH:52]=[CH:51][C:50]([O:53][CH:54]([CH3:56])[CH3:55])=[CH:49][CH:48]=2)=[N:28][C:29]([NH:32][C:33]2[CH:34]=[CH:35][C:36]3[O:40][C:39]([CH2:41][OH:42])=[CH:38][C:37]=3[CH:45]=2)=[N:30][CH:31]=1. (7) Given the reactants Cl[C:2]1[N:3]=[CH:4][C:5]2[N:11]([CH3:12])[C:10](=[O:13])[C:9]([F:15])([F:14])[CH2:8][N:7]([CH2:16][C:17]3[CH:22]=[CH:21][C:20]([O:23][CH3:24])=[CH:19][CH:18]=3)[C:6]=2[N:25]=1.[NH2:26][C:27]1[CH:42]=[CH:41][C:30]([C:31]([NH:33][CH:34]2[CH2:39][CH2:38][N:37]([CH3:40])[CH2:36][CH2:35]2)=[O:32])=[CH:29][C:28]=1[O:43][CH3:44].O.C1(C)C=CC(S(O)(=O)=O)=CC=1.C(=O)([O-])[O-].[Na+].[Na+], predict the reaction product. The product is: [F:14][C:9]1([F:15])[CH2:8][N:7]([CH2:16][C:17]2[CH:22]=[CH:21][C:20]([O:23][CH3:24])=[CH:19][CH:18]=2)[C:6]2[N:25]=[C:2]([NH:26][C:27]3[CH:42]=[CH:41][C:30]([C:31]([NH:33][CH:34]4[CH2:35][CH2:36][N:37]([CH3:40])[CH2:38][CH2:39]4)=[O:32])=[CH:29][C:28]=3[O:43][CH3:44])[N:3]=[CH:4][C:5]=2[N:11]([CH3:12])[C:10]1=[O:13]. (8) Given the reactants Cl[C:2]1[CH:10]=[CH:9][C:8]([Cl:11])=[CH:7][C:3]=1[C:4]([OH:6])=[O:5].[CH3:12][CH:13]([NH2:15])[CH3:14].C([O-])(=O)C.[K+].C(N(CC)CC)C.Cl, predict the reaction product. The product is: [Cl:11][C:8]1[CH:9]=[CH:10][C:2]([NH:15][CH:13]([CH3:14])[CH3:12])=[C:3]([CH:7]=1)[C:4]([OH:6])=[O:5]. (9) Given the reactants [CH:1]1([C:7]2[N:11]3[C:12]4[C:17]([NH:18][C:19](=[O:20])[C:10]3=[CH:9][N:8]=2)=[CH:16][CH:15]=[C:14]([C:21](N(C)OC)=[O:22])[CH:13]=4)[CH2:6][CH2:5][CH2:4][CH2:3][CH2:2]1.[CH3:27][Mg]Br.O1CCCC1.O, predict the reaction product. The product is: [C:21]([C:14]1[CH:13]=[C:12]2[C:17]([NH:18][C:19](=[O:20])[C:10]3[N:11]2[C:7]([CH:1]2[CH2:2][CH2:3][CH2:4][CH2:5][CH2:6]2)=[N:8][CH:9]=3)=[CH:16][CH:15]=1)(=[O:22])[CH3:27]. (10) Given the reactants [F:1][C:2]([F:20])([F:19])[C:3]1[CH:8]=[CH:7][C:6]([CH:9]2[C:18]3[N:17]=[CH:16][CH:15]=[CH:14][C:13]=3[CH2:12][CH2:11][NH:10]2)=[CH:5][CH:4]=1.[F:21][C:22]1[CH:27]=[CH:26][C:25]([N:28]=[C:29]=[O:30])=[CH:24][CH:23]=1, predict the reaction product. The product is: [F:21][C:22]1[CH:27]=[CH:26][C:25]([NH:28][C:29]([N:10]2[CH:9]([C:6]3[CH:7]=[CH:8][C:3]([C:2]([F:1])([F:19])[F:20])=[CH:4][CH:5]=3)[C:18]3[N:17]=[CH:16][CH:15]=[CH:14][C:13]=3[CH2:12][CH2:11]2)=[O:30])=[CH:24][CH:23]=1.